From a dataset of Full USPTO retrosynthesis dataset with 1.9M reactions from patents (1976-2016). Predict the reactants needed to synthesize the given product. The reactants are: [OH:1][CH:2]1[CH2:7][CH2:6][NH:5][CH2:4][CH2:3]1.N(CC)(CC)CC.Br[CH2:16][C:17]([O:19][CH3:20])=[O:18].O. Given the product [CH3:20][O:19][C:17](=[O:18])[CH2:16][N:5]1[CH2:6][CH2:7][CH:2]([OH:1])[CH2:3][CH2:4]1, predict the reactants needed to synthesize it.